Predict the product of the given reaction. From a dataset of Forward reaction prediction with 1.9M reactions from USPTO patents (1976-2016). (1) The product is: [NH2:26][C:24]1[CH:25]=[C:2]([Cl:1])[C:3]([O:4][C:5]2[CH:10]=[CH:9][C:8]([OH:11])=[C:7]([S:12]([C:15]3[CH:16]=[CH:17][C:18]([F:21])=[CH:19][CH:20]=3)(=[O:14])=[O:13])[CH:6]=2)=[C:22]([Cl:29])[CH:23]=1. Given the reactants [Cl:1][C:2]1[CH:25]=[C:24]([N+:26]([O-])=O)[CH:23]=[C:22]([Cl:29])[C:3]=1[O:4][C:5]1[CH:10]=[CH:9][C:8]([OH:11])=[C:7]([S:12]([C:15]2[CH:20]=[CH:19][C:18]([F:21])=[CH:17][CH:16]=2)(=[O:14])=[O:13])[CH:6]=1, predict the reaction product. (2) Given the reactants [Cl:1][C:2]1[CH:7]=[CH:6][C:5]([C:8](=[O:18])[NH:9][CH2:10][C:11]2[CH:16]=[CH:15][CH:14]=[C:13]([Cl:17])[CH:12]=2)=[CH:4][C:3]=1[NH:19][C:20]([C:22]1[C:35](=[O:36])[NH:34][C:25]2[N:26]=[C:27](S(C)(=O)=O)[N:28]=[CH:29][C:24]=2[CH:23]=1)=[O:21].CN(C)C=O.[CH3:42][N:43]1[CH2:48][CH2:47][CH:46]([CH2:49][CH2:50][NH2:51])[CH2:45][CH2:44]1, predict the reaction product. The product is: [Cl:1][C:2]1[CH:7]=[CH:6][C:5]([C:8](=[O:18])[NH:9][CH2:10][C:11]2[CH:16]=[CH:15][CH:14]=[C:13]([Cl:17])[CH:12]=2)=[CH:4][C:3]=1[NH:19][C:20]([C:22]1[C:35](=[O:36])[NH:34][C:25]2[N:26]=[C:27]([NH:51][CH2:50][CH2:49][CH:46]3[CH2:47][CH2:48][N:43]([CH3:42])[CH2:44][CH2:45]3)[N:28]=[CH:29][C:24]=2[CH:23]=1)=[O:21]. (3) The product is: [F:15][C:16]1[CH:17]=[C:18]([CH:20]=[CH:21][CH:22]=1)[NH:19][C:2]1[CH:7]=[C:6]([CH3:8])[N:5]=[C:4]([C:9]2[CH:14]=[CH:13][CH:12]=[CH:11][N:10]=2)[N:3]=1. Given the reactants Cl[C:2]1[CH:7]=[C:6]([CH3:8])[N:5]=[C:4]([C:9]2[CH:14]=[CH:13][CH:12]=[CH:11][N:10]=2)[N:3]=1.[F:15][C:16]1[CH:17]=[C:18]([CH:20]=[CH:21][CH:22]=1)[NH2:19], predict the reaction product. (4) Given the reactants [N+:1]([C:4]1[CH:9]=[CH:8][C:7]([N:10]2[CH:14]=[N:13][CH:12]=[N:11]2)=[CH:6][C:5]=1[O:15][CH:16]([CH3:18])[CH3:17])([O-])=O, predict the reaction product. The product is: [CH3:18][CH:16]([O:15][C:5]1[CH:6]=[C:7]([N:10]2[CH:14]=[N:13][CH:12]=[N:11]2)[CH:8]=[CH:9][C:4]=1[NH2:1])[CH3:17]. (5) Given the reactants I[C:2]1[N:6]2[CH:7]=[C:8]([C:11]3[CH:16]=[CH:15][C:14]([C:17]([F:20])([F:19])[F:18])=[CH:13][CH:12]=3)[CH:9]=[CH:10][C:5]2=[N:4][CH:3]=1.C[Si]([C:25]#[CH:26])(C)C, predict the reaction product. The product is: [C:25]([C:2]1[N:6]2[CH:7]=[C:8]([C:11]3[CH:16]=[CH:15][C:14]([C:17]([F:20])([F:19])[F:18])=[CH:13][CH:12]=3)[CH:9]=[CH:10][C:5]2=[N:4][CH:3]=1)#[CH:26]. (6) The product is: [N:3]1([CH2:8][C:9]([CH2:16][O:17][CH2:18][CH2:19][CH2:20][CH2:21][CH2:22][CH2:23][CH2:24][CH2:25][CH2:26][CH2:27][CH2:28][CH3:29])([CH2:30][O:31][CH2:32][CH2:33][CH2:34][CH2:35][CH2:36][CH2:37][CH2:38][CH2:39][CH2:40][CH2:41][CH2:42][CH3:43])[CH2:10][N:11]2[CH2:15][CH2:14][CH2:13][CH2:12]2)[CH2:4][CH2:5][CH2:6][CH2:7]1. Given the reactants Cl.Cl.[N:3]1([CH2:8][C:9]([CH2:30][O:31][CH2:32][CH2:33][CH2:34][CH2:35][CH2:36][CH2:37][CH2:38][CH2:39][CH2:40][CH2:41][CH2:42][CH3:43])([CH2:16][O:17][CH2:18][CH2:19][CH2:20][CH2:21][CH2:22][CH2:23][CH2:24][CH2:25][CH2:26][CH2:27][CH2:28][CH3:29])[CH2:10][N:11]2[CH2:15][CH2:14][CH2:13][CH2:12]2)[CH2:7][CH2:6][CH2:5][CH2:4]1, predict the reaction product. (7) Given the reactants Br[C:2]1[C:7]2[S:8][C:9]([C:11]3[C:16]([Cl:17])=[CH:15][CH:14]=[CH:13][C:12]=3[Cl:18])=[N:10][C:6]=2[CH:5]=[CH:4][N:3]=1.[NH2:19][C:20]1[N:25]=[CH:24][N:23]=[C:22]([CH2:26][N:27]2[C:35](=[O:36])[C:34]3[C:29](=[CH:30][CH:31]=[CH:32][CH:33]=3)[C:28]2=[O:37])[CH:21]=1.CC1(C)C2C(=C(P(C3C=CC=CC=3)C3C=CC=CC=3)C=CC=2)OC2C(P(C3C=CC=CC=3)C3C=CC=CC=3)=CC=CC1=2.C([O-])([O-])=O.[Cs+].[Cs+], predict the reaction product. The product is: [Cl:18][C:12]1[CH:13]=[CH:14][CH:15]=[C:16]([Cl:17])[C:11]=1[C:9]1[S:8][C:7]2[C:2]([NH:19][C:20]3[N:25]=[CH:24][N:23]=[C:22]([CH2:26][N:27]4[C:28](=[O:37])[C:29]5[C:34](=[CH:33][CH:32]=[CH:31][CH:30]=5)[C:35]4=[O:36])[CH:21]=3)=[N:3][CH:4]=[CH:5][C:6]=2[N:10]=1. (8) Given the reactants [CH:1]12[O:10][CH:7]([CH:8]=[CH:9]1)[CH:6]1[CH:2]2[C:3](=[O:12])O[C:5]1=[O:11].[CH2:13]([CH2:15][NH2:16])[OH:14], predict the reaction product. The product is: [OH:14][CH2:13][CH2:15][N:16]1[C:3](=[O:12])[CH:2]2[CH:6]([CH:7]3[O:10][CH:1]2[CH:9]=[CH:8]3)[C:5]1=[O:11].